This data is from NCI-60 drug combinations with 297,098 pairs across 59 cell lines. The task is: Regression. Given two drug SMILES strings and cell line genomic features, predict the synergy score measuring deviation from expected non-interaction effect. (1) Cell line: MDA-MB-435. Drug 1: CNC(=O)C1=CC=CC=C1SC2=CC3=C(C=C2)C(=NN3)C=CC4=CC=CC=N4. Synergy scores: CSS=-13.1, Synergy_ZIP=4.61, Synergy_Bliss=-1.55, Synergy_Loewe=-19.4, Synergy_HSA=-12.1. Drug 2: CS(=O)(=O)OCCCCOS(=O)(=O)C. (2) Drug 1: CN(C)C1=NC(=NC(=N1)N(C)C)N(C)C. Drug 2: CC1=C(C(CCC1)(C)C)C=CC(=CC=CC(=CC(=O)O)C)C. Cell line: NCI-H226. Synergy scores: CSS=-1.20, Synergy_ZIP=0.280, Synergy_Bliss=-1.15, Synergy_Loewe=-6.15, Synergy_HSA=-3.61. (3) Drug 1: C1=CC(=C2C(=C1NCCNCCO)C(=O)C3=C(C=CC(=C3C2=O)O)O)NCCNCCO. Drug 2: C1=C(C(=O)NC(=O)N1)F. Cell line: SNB-19. Synergy scores: CSS=55.1, Synergy_ZIP=-1.88, Synergy_Bliss=-3.36, Synergy_Loewe=0.460, Synergy_HSA=3.45. (4) Drug 1: C1=CC(=CC=C1C#N)C(C2=CC=C(C=C2)C#N)N3C=NC=N3. Drug 2: CC1=C(N=C(N=C1N)C(CC(=O)N)NCC(C(=O)N)N)C(=O)NC(C(C2=CN=CN2)OC3C(C(C(C(O3)CO)O)O)OC4C(C(C(C(O4)CO)O)OC(=O)N)O)C(=O)NC(C)C(C(C)C(=O)NC(C(C)O)C(=O)NCCC5=NC(=CS5)C6=NC(=CS6)C(=O)NCCC[S+](C)C)O. Cell line: 786-0. Synergy scores: CSS=33.0, Synergy_ZIP=-0.890, Synergy_Bliss=3.17, Synergy_Loewe=-8.61, Synergy_HSA=-2.28. (5) Drug 1: CC12CCC3C(C1CCC2=O)CC(=C)C4=CC(=O)C=CC34C. Drug 2: CC1=C(C=C(C=C1)C(=O)NC2=CC(=CC(=C2)C(F)(F)F)N3C=C(N=C3)C)NC4=NC=CC(=N4)C5=CN=CC=C5. Cell line: NCIH23. Synergy scores: CSS=54.0, Synergy_ZIP=1.52, Synergy_Bliss=-2.60, Synergy_Loewe=-3.21, Synergy_HSA=-3.46. (6) Drug 1: CS(=O)(=O)C1=CC(=C(C=C1)C(=O)NC2=CC(=C(C=C2)Cl)C3=CC=CC=N3)Cl. Drug 2: C1C(C(OC1N2C=NC3=C2NC=NCC3O)CO)O. Cell line: SF-539. Synergy scores: CSS=7.11, Synergy_ZIP=-2.34, Synergy_Bliss=1.50, Synergy_Loewe=1.96, Synergy_HSA=2.00. (7) Drug 1: CCC1=CC2CC(C3=C(CN(C2)C1)C4=CC=CC=C4N3)(C5=C(C=C6C(=C5)C78CCN9C7C(C=CC9)(C(C(C8N6C)(C(=O)OC)O)OC(=O)C)CC)OC)C(=O)OC.C(C(C(=O)O)O)(C(=O)O)O. Drug 2: COC1=NC(=NC2=C1N=CN2C3C(C(C(O3)CO)O)O)N. Cell line: HS 578T. Synergy scores: CSS=51.4, Synergy_ZIP=6.07, Synergy_Bliss=6.75, Synergy_Loewe=-41.4, Synergy_HSA=2.45. (8) Drug 1: CC1=C(C=C(C=C1)C(=O)NC2=CC(=CC(=C2)C(F)(F)F)N3C=C(N=C3)C)NC4=NC=CC(=N4)C5=CN=CC=C5. Drug 2: CS(=O)(=O)CCNCC1=CC=C(O1)C2=CC3=C(C=C2)N=CN=C3NC4=CC(=C(C=C4)OCC5=CC(=CC=C5)F)Cl. Cell line: PC-3. Synergy scores: CSS=-5.51, Synergy_ZIP=2.63, Synergy_Bliss=-0.181, Synergy_Loewe=-7.52, Synergy_HSA=-7.48. (9) Drug 1: CC1C(C(=O)NC(C(=O)N2CCCC2C(=O)N(CC(=O)N(C(C(=O)O1)C(C)C)C)C)C(C)C)NC(=O)C3=C4C(=C(C=C3)C)OC5=C(C(=O)C(=C(C5=N4)C(=O)NC6C(OC(=O)C(N(C(=O)CN(C(=O)C7CCCN7C(=O)C(NC6=O)C(C)C)C)C)C(C)C)C)N)C. Drug 2: CC1=C(C(CCC1)(C)C)C=CC(=CC=CC(=CC(=O)O)C)C. Cell line: OVCAR-5. Synergy scores: CSS=14.5, Synergy_ZIP=10.9, Synergy_Bliss=17.4, Synergy_Loewe=13.9, Synergy_HSA=14.1.